From a dataset of hERG potassium channel inhibition data for cardiac toxicity prediction from Karim et al.. Regression/Classification. Given a drug SMILES string, predict its toxicity properties. Task type varies by dataset: regression for continuous values (e.g., LD50, hERG inhibition percentage) or binary classification for toxic/non-toxic outcomes (e.g., AMES mutagenicity, cardiotoxicity, hepatotoxicity). Dataset: herg_karim. (1) The result is 1 (blocker). The molecule is CN1C[C@@H]2C[C@H]1CN2c1ccc(-c2ccc3cc[nH]c3c2)nc1. (2) The result is 1 (blocker). The molecule is COc1c(C(C)(C)C)cc(CN2CCC(CNCCCCCC(c3ccc(F)cc3)c3ccc(F)cc3)C2)cc1C(C)(C)C. (3) The molecule is CC(=O)NC1CCN(Cc2ccc(OCCCc3ccc(Oc4ccccc4)nn3)cc2)CC1. The result is 0 (non-blocker). (4) The drug is CN(CCN1CCN(C2COOC2)C1=O)CC12CCC(CC1)C2(C)C. The result is 1 (blocker). (5) The molecule is COCCNCc1csc(-c2cn(CC3CCOCC3)c3c(Cl)cccc23)n1. The result is 1 (blocker). (6) The drug is O=c1ccc2ncc(F)c3c2n1C[C@@]3(O)CC12CCC(NCc3cc4c(cn3)OCCS4(=O)=O)(CC1)CO2. The result is 0 (non-blocker). (7) The compound is c1cnc(Nc2nc3c(s2)CCCc2n[nH]cc2-3)nc1. The result is 0 (non-blocker). (8) The molecule is C(#Cc1cc(-c2n[nH]c3c2Cc2cc(-n4cncn4)ccc2-3)cs1)COc1ccccc1. The result is 0 (non-blocker). (9) The compound is COc1cc(F)ccc1C=Cc1ccc(S(=O)(=O)c2ccccc2F)cn1. The result is 1 (blocker).